Dataset: Catalyst prediction with 721,799 reactions and 888 catalyst types from USPTO. Task: Predict which catalyst facilitates the given reaction. (1) Reactant: Cl[C:2]1[C:7]([CH2:8][C:9]2[N:21]=[C:20]3[N:11]([C:12]([NH2:27])=[N:13][C:14]4[C:19]3=[CH:18][CH:17]=[C:16]3[O:22][C:23]([F:26])([F:25])[O:24][C:15]=43)[N:10]=2)=[CH:6][CH:5]=[CH:4][N:3]=1.[F:28][C:29]1[CH:34]=[CH:33][C:32]([C@@H:35]2[CH2:39][CH2:38][NH:37][CH2:36]2)=[CH:31][CH:30]=1.C(N(CC)C(C)C)(C)C.CN1CCCC1=O. Product: [F:25][C:23]1([F:26])[O:22][C:16]2=[CH:17][CH:18]=[C:19]3[C:14]([N:13]=[C:12]([NH2:27])[N:11]4[N:10]=[C:9]([CH2:8][C:7]5[C:2]([N:37]6[CH2:38][CH2:39][C@@H:35]([C:32]7[CH:33]=[CH:34][C:29]([F:28])=[CH:30][CH:31]=7)[CH2:36]6)=[N:3][CH:4]=[CH:5][CH:6]=5)[N:21]=[C:20]34)=[C:15]2[O:24]1. The catalyst class is: 6. (2) Reactant: [CH2:1]([N:3]1[CH:7]=[C:6](/[CH:8]=[CH:9]/[C:10]2[C:11]([O:21][CH2:22][C:23]3[CH:48]=[CH:47][C:26]([O:27][CH2:28][C:29]4[N:30]=[C:31]([C:35]5[CH:40]=[CH:39][C:38]([CH2:41][C:42]([O:44]CC)=[O:43])=[CH:37][CH:36]=5)[O:32][C:33]=4[CH3:34])=[C:25]([O:49][CH3:50])[CH:24]=3)=[N:12][N:13]([C:15]3[CH:20]=[CH:19][CH:18]=[CH:17][CH:16]=3)[CH:14]=2)[CH:5]=[N:4]1)[CH3:2].[OH-].[Na+].O1CCCC1.Cl. Product: [CH2:1]([N:3]1[CH:7]=[C:6](/[CH:8]=[CH:9]/[C:10]2[C:11]([O:21][CH2:22][C:23]3[CH:48]=[CH:47][C:26]([O:27][CH2:28][C:29]4[N:30]=[C:31]([C:35]5[CH:40]=[CH:39][C:38]([CH2:41][C:42]([OH:44])=[O:43])=[CH:37][CH:36]=5)[O:32][C:33]=4[CH3:34])=[C:25]([O:49][CH3:50])[CH:24]=3)=[N:12][N:13]([C:15]3[CH:20]=[CH:19][CH:18]=[CH:17][CH:16]=3)[CH:14]=2)[CH:5]=[N:4]1)[CH3:2]. The catalyst class is: 8. (3) Reactant: [CH:1]([C@@H:4]1[NH:19][C:18](=[O:20])[C@H:17]([NH:21]C(=O)OCC2C3C=CC=CC=3C3C2=CC=CC=3)[CH2:16][C:15]2=[CH:39][CH:40]=[C:12]([CH:13]=[CH:14]2)[O:11][CH2:10][CH:9]=[CH:8][CH2:7][O:6][CH2:5]1)([CH3:3])[CH3:2]. Product: [NH2:21][C@@H:17]1[CH2:16][C:15]2=[CH:14][CH:13]=[C:12]([CH:40]=[CH:39]2)[O:11][CH2:10][CH2:9][CH2:8][CH2:7][O:6][CH2:5][C@H:4]([CH:1]([CH3:2])[CH3:3])[NH:19][C:18]1=[O:20]. The catalyst class is: 19. (4) Reactant: [C:1]([NH:5][C:6]1[N:14]=[C:13]([Cl:15])[N:12]=[C:11]2[C:7]=1[N:8]=[C:9]([CH2:16][CH3:17])[NH:10]2)([CH3:4])([CH3:3])[CH3:2].[CH3:18][O:19][C:20]1[CH:25]=[CH:24][C:23]([CH:26]([C:28]2[CH:33]=[CH:32][C:31]([O:34][CH3:35])=[CH:30][CH:29]=2)O)=[CH:22][CH:21]=1.S(=O)(=O)(O)O.C(=O)(O)[O-].[Na+]. Product: [CH3:35][O:34][C:31]1[CH:30]=[CH:29][C:28]([CH:26]([C:23]2[CH:24]=[CH:25][C:20]([O:19][CH3:18])=[CH:21][CH:22]=2)[N:10]2[C:9]([CH2:16][CH3:17])=[N:8][C:7]3[C:11]2=[N:12][C:13]([Cl:15])=[N:14][C:6]=3[NH:5][C:1]([CH3:4])([CH3:3])[CH3:2])=[CH:33][CH:32]=1. The catalyst class is: 15. (5) Reactant: [CH2:1]1[C:6]2([CH2:11][CH2:10][N:9]([C:12]3[CH:21]=[C:20]4[C:15]([CH:16]=[CH:17][C:18]([C:22]([OH:24])=O)=[N:19]4)=[CH:14][CH:13]=3)[CH2:8][CH2:7]2)[CH2:5][CH2:4][O:3][CH2:2]1.[NH2:25][C:26]1[CH:27]=[N:28][CH:29]=[CH:30][C:31]=1[N:32]1[CH2:37][C@H:36]([CH3:38])[C@@H:35]([O:39][Si](C(C)(C)C)(C)C)[C@H:34]([NH:47]C(=O)OC(C)(C)C)[CH2:33]1.CN(C(ON1N=NC2C=CC=NC1=2)=[N+](C)C)C.F[P-](F)(F)(F)(F)F.CCN(C(C)C)C(C)C.Cl.O1CCOCC1. Product: [NH2:47][C@H:34]1[C@H:35]([OH:39])[C@@H:36]([CH3:38])[CH2:37][N:32]([C:31]2[CH:30]=[CH:29][N:28]=[CH:27][C:26]=2[NH:25][C:22]([C:18]2[CH:17]=[CH:16][C:15]3[C:20](=[CH:21][C:12]([N:9]4[CH2:10][CH2:11][C:6]5([CH2:1][CH2:2][O:3][CH2:4][CH2:5]5)[CH2:7][CH2:8]4)=[CH:13][CH:14]=3)[N:19]=2)=[O:24])[CH2:33]1. The catalyst class is: 3. (6) Reactant: [NH2:1][C:2]1[N:6]([C:7]([CH2:11]C)([CH2:9]C)[CH3:8])[N:5]=[C:4]([CH3:13])[C:3]=1[C:14]1[CH:15]=[C:16]([F:23])[C:17]([O:21][CH3:22])=[C:18]([OH:20])[CH:19]=1.[Cl:24][C:25]1[CH:26]=[C:27]([CH:30]=[CH:31][C:32]=1[O:33][CH2:34][C:35]1[CH:40]=[CH:39][CH:38]=[CH:37][CH:36]=1)[CH:28]=O.C(=O)C1C=CC=CC=1. Product: [Cl:24][C:25]1[CH:26]=[C:27]([C:28]2[C:15]3[C:16]([F:23])=[C:17]([O:21][CH3:22])[C:18]([OH:20])=[CH:19][C:14]=3[C:3]3[C:4]([CH3:13])=[N:5][N:6]([C:7]([CH3:9])([CH3:8])[CH3:11])[C:2]=3[N:1]=2)[CH:30]=[CH:31][C:32]=1[O:33][CH2:34][C:35]1[CH:40]=[CH:39][CH:38]=[CH:37][CH:36]=1. The catalyst class is: 15.